This data is from TCR-epitope binding with 47,182 pairs between 192 epitopes and 23,139 TCRs. The task is: Binary Classification. Given a T-cell receptor sequence (or CDR3 region) and an epitope sequence, predict whether binding occurs between them. (1) The epitope is FLNGSCGSV. The TCR CDR3 sequence is CASSWPGIPYGEQYF. Result: 1 (the TCR binds to the epitope). (2) The epitope is VLWAHGFEL. Result: 0 (the TCR does not bind to the epitope). The TCR CDR3 sequence is CASSPRRYNEQFF. (3) The epitope is FTISVTTEIL. The TCR CDR3 sequence is CASSYARTGSYNEQFF. Result: 1 (the TCR binds to the epitope). (4) The epitope is FVDGVPFVV. The TCR CDR3 sequence is CASSGRIGLFLSGANVLTF. Result: 1 (the TCR binds to the epitope). (5) The epitope is LLWNGPMAV. The TCR CDR3 sequence is CASRPGQGYEQYF. Result: 1 (the TCR binds to the epitope).